From a dataset of Forward reaction prediction with 1.9M reactions from USPTO patents (1976-2016). Predict the product of the given reaction. (1) The product is: [CH3:1][O:2][C:3]([C:5]1[S:28][C:8]2=[C:9]([NH2:14])[N:10]=[CH:11][C:12]([Br:13])=[C:7]2[CH:6]=1)=[O:4]. Given the reactants [CH3:1][O:2][C:3]([C:5]1[S:28][C:8]2=[C:9]([N:14]=C(C3C=CC=CC=3)C3C=CC=CC=3)[N:10]=[CH:11][C:12]([Br:13])=[C:7]2[CH:6]=1)=[O:4].Cl, predict the reaction product. (2) Given the reactants [F:1][C:2]1[CH:3]=[C:4]([NH:26][C:27](=[O:39])[CH2:28][C:29]([NH:31][C:32]2[CH:37]=[CH:36][C:35]([F:38])=[CH:34][CH:33]=2)=[O:30])[CH:5]=[CH:6][C:7]=1[O:8][C:9]1[C:14]2=[C:15]([CH:18]=[C:19]3[CH2:24][CH2:23][C:22](=[O:25])[CH2:21][CH2:20]3)[CH:16]=[CH:17][N:13]2[N:12]=[CH:11][N:10]=1.[BH4-].[Na+], predict the reaction product. The product is: [F:1][C:2]1[CH:3]=[C:4]([NH:26][C:27](=[O:39])[CH2:28][C:29]([NH:31][C:32]2[CH:33]=[CH:34][C:35]([F:38])=[CH:36][CH:37]=2)=[O:30])[CH:5]=[CH:6][C:7]=1[O:8][C:9]1[C:14]2=[C:15]([CH:18]=[C:19]3[CH2:24][CH2:23][CH:22]([OH:25])[CH2:21][CH2:20]3)[CH:16]=[CH:17][N:13]2[N:12]=[CH:11][N:10]=1. (3) The product is: [F:10][C:11]([F:24])([O:15][C:16]1[CH:17]=[C:18]([CH2:19][NH:1][C:2]2[CH:3]=[C:4]([CH:7]=[CH:8][CH:9]=2)[C:5]#[N:6])[CH:21]=[CH:22][CH:23]=1)[CH:12]([F:13])[F:14]. Given the reactants [NH2:1][C:2]1[CH:3]=[C:4]([CH:7]=[CH:8][CH:9]=1)[C:5]#[N:6].[F:10][C:11]([F:24])([O:15][C:16]1[CH:17]=[C:18]([CH:21]=[CH:22][CH:23]=1)[CH:19]=O)[CH:12]([F:14])[F:13].C(O)(=O)C.[BH-](OC(C)=O)(OC(C)=O)OC(C)=O.[Na+], predict the reaction product.